Predict the reactants needed to synthesize the given product. From a dataset of Full USPTO retrosynthesis dataset with 1.9M reactions from patents (1976-2016). Given the product [F:27][C:14]1[C:13]([C:11]([C:10]2[C:4]3[C:5](=[N:6][CH:7]=[C:2]([C:33]4[CH:32]=[N:31][C:30]([O:29][CH3:28])=[N:35][CH:34]=4)[CH:3]=3)[NH:8][CH:9]=2)=[O:12])=[C:18]([F:19])[CH:17]=[CH:16][C:15]=1[NH:20][S:21]([CH2:24][CH2:25][CH3:26])(=[O:23])=[O:22], predict the reactants needed to synthesize it. The reactants are: Br[C:2]1[CH:3]=[C:4]2[C:10]([C:11]([C:13]3[C:14]([F:27])=[C:15]([NH:20][S:21]([CH2:24][CH2:25][CH3:26])(=[O:23])=[O:22])[CH:16]=[CH:17][C:18]=3[F:19])=[O:12])=[CH:9][NH:8][C:5]2=[N:6][CH:7]=1.[CH3:28][O:29][C:30]1[N:35]=[CH:34][C:33](B(O)O)=[CH:32][N:31]=1.C(#N)C.C(=O)([O-])[O-].[K+].[K+].